The task is: Regression. Given two drug SMILES strings and cell line genomic features, predict the synergy score measuring deviation from expected non-interaction effect.. This data is from NCI-60 drug combinations with 297,098 pairs across 59 cell lines. (1) Drug 1: C1=NC2=C(N=C(N=C2N1C3C(C(C(O3)CO)O)O)F)N. Drug 2: CC1=C(C(=O)C2=C(C1=O)N3CC4C(C3(C2COC(=O)N)OC)N4)N. Cell line: 786-0. Synergy scores: CSS=23.8, Synergy_ZIP=-0.797, Synergy_Bliss=0.592, Synergy_Loewe=-20.5, Synergy_HSA=-1.34. (2) Drug 1: CC12CCC(CC1=CCC3C2CCC4(C3CC=C4C5=CN=CC=C5)C)O. Drug 2: CN(C)N=NC1=C(NC=N1)C(=O)N. Cell line: DU-145. Synergy scores: CSS=1.53, Synergy_ZIP=-0.468, Synergy_Bliss=0.753, Synergy_Loewe=-3.12, Synergy_HSA=-2.01. (3) Drug 1: CC1=C2C(C(=O)C3(C(CC4C(C3C(C(C2(C)C)(CC1OC(=O)C(C(C5=CC=CC=C5)NC(=O)C6=CC=CC=C6)O)O)OC(=O)C7=CC=CC=C7)(CO4)OC(=O)C)O)C)OC(=O)C. Drug 2: CCC1=C2CN3C(=CC4=C(C3=O)COC(=O)C4(CC)O)C2=NC5=C1C=C(C=C5)O. Cell line: COLO 205. Synergy scores: CSS=61.9, Synergy_ZIP=-3.89, Synergy_Bliss=-6.02, Synergy_Loewe=-14.4, Synergy_HSA=-3.59. (4) Drug 1: C1C(C(OC1N2C=NC3=C(N=C(N=C32)Cl)N)CO)O. Drug 2: C1CC(C1)(C(=O)O)C(=O)O.[NH2-].[NH2-].[Pt+2]. Cell line: TK-10. Synergy scores: CSS=30.0, Synergy_ZIP=-3.77, Synergy_Bliss=2.29, Synergy_Loewe=-5.14, Synergy_HSA=4.94. (5) Drug 1: C1CNP(=O)(OC1)N(CCCl)CCCl. Drug 2: C1=CC=C(C=C1)NC(=O)CCCCCCC(=O)NO. Cell line: NCI-H460. Synergy scores: CSS=44.2, Synergy_ZIP=-0.781, Synergy_Bliss=-1.69, Synergy_Loewe=-35.8, Synergy_HSA=-0.174. (6) Drug 1: C1=CN(C=N1)CC(O)(P(=O)(O)O)P(=O)(O)O. Drug 2: CN(C(=O)NC(C=O)C(C(C(CO)O)O)O)N=O. Cell line: K-562. Synergy scores: CSS=6.95, Synergy_ZIP=4.42, Synergy_Bliss=1.18, Synergy_Loewe=1.43, Synergy_HSA=0.398.